This data is from Full USPTO retrosynthesis dataset with 1.9M reactions from patents (1976-2016). The task is: Predict the reactants needed to synthesize the given product. (1) Given the product [F:1][C:2]([F:25])([F:24])[CH2:3][O:4][C:5]1[CH:10]=[CH:9][C:8]([C:11]2[CH:12]=[C:13]([C:14]([F:17])([F:16])[F:15])[N:28]3[N:29]=[CH:30][C:31]([C:32]4[CH:37]=[CH:36][N:35]=[C:34]([CH3:38])[CH:33]=4)=[C:27]3[N:26]=2)=[CH:7][C:6]=1[C:20]([F:23])([F:22])[F:21], predict the reactants needed to synthesize it. The reactants are: [F:1][C:2]([F:25])([F:24])[CH2:3][O:4][C:5]1[CH:10]=[CH:9][C:8]([C:11](=O)[CH2:12][C:13](=O)[C:14]([F:17])([F:16])[F:15])=[CH:7][C:6]=1[C:20]([F:23])([F:22])[F:21].[NH2:26][C:27]1[C:31]([C:32]2[CH:37]=[CH:36][N:35]=[C:34]([CH3:38])[CH:33]=2)=[CH:30][NH:29][N:28]=1. (2) Given the product [CH3:14][C:11]([CH3:15])([CH2:10][CH2:9][CH2:8][CH:7]=[O:5])[C:12]#[N:13], predict the reactants needed to synthesize it. The reactants are: C[N+]([O-:5])(C)C.Br[CH2:7][CH2:8][CH2:9][CH2:10][C:11]([CH3:15])([CH3:14])[C:12]#[N:13]. (3) Given the product [Cl:1][C:2]1[CH:7]=[CH:6][C:5]([CH:8]([C:21]2[CH:26]=[CH:25][C:24]([Cl:27])=[CH:23][CH:22]=2)[C:9]2[CH:10]=[C:11]3[C:16](=[CH:17][CH:18]=2)[N:15]=[C:14]([OH:19])[CH:13]=[C:12]3[NH:44][CH:41]2[CH2:42][CH2:43][N:38]([CH2:37][C:36]([F:46])([F:35])[F:45])[CH2:39][CH2:40]2)=[CH:4][CH:3]=1, predict the reactants needed to synthesize it. The reactants are: [Cl:1][C:2]1[CH:7]=[CH:6][C:5]([CH:8]([C:21]2[CH:26]=[CH:25][C:24]([Cl:27])=[CH:23][CH:22]=2)[C:9]2[CH:10]=[C:11]3[C:16](=[CH:17][CH:18]=2)[N:15]=[C:14]([OH:19])[CH:13]=[C:12]3Br)=[CH:4][CH:3]=1.FC(F)(F)C(O)=O.[F:35][C:36]([F:46])([F:45])[CH2:37][N:38]1[CH2:43][CH2:42][CH:41]([NH2:44])[CH2:40][CH2:39]1.C([O-])([O-])=O.[Cs+].[Cs+].CC([O-])(C)C.[K+].